From a dataset of Forward reaction prediction with 1.9M reactions from USPTO patents (1976-2016). Predict the product of the given reaction. (1) The product is: [CH3:15][C@@H:16]1[N:21]([CH:2]2[C:10]3[C:5](=[CH:6][CH:7]=[C:8]([C:11]([F:14])([F:13])[F:12])[CH:9]=3)[CH2:4][CH2:3]2)[CH2:20][CH2:19][N:18]([C:22]([O:24][C:25]([CH3:26])([CH3:28])[CH3:27])=[O:23])[CH2:17]1. Given the reactants Cl[CH:2]1[C:10]2[C:5](=[CH:6][CH:7]=[C:8]([C:11]([F:14])([F:13])[F:12])[CH:9]=2)[CH2:4][CH2:3]1.[CH3:15][C@@H:16]1[NH:21][CH2:20][CH2:19][N:18]([C:22]([O:24][C:25]([CH3:28])([CH3:27])[CH3:26])=[O:23])[CH2:17]1.[I-].[Na+].C(N(CC)CC)C, predict the reaction product. (2) Given the reactants C1(CN(C2C=C(OC)C=CC=2C2CCC3C(=CC=C(OC)C=3)C2)CCC2C=CC(O)=CC=2)CC1.Cl.ClCCN1CCCC1.[CH:44]1([CH2:47][N:48]([C:65]2[CH:70]=[C:69]([O:71]C)[CH:68]=[CH:67][C:66]=2[CH:73]2[CH2:82][CH2:81][C:80]3[C:75](=[CH:76][CH:77]=[C:78]([O:83]C)[CH:79]=3)[CH2:74]2)[CH2:49][CH2:50][C:51]2[CH:56]=[CH:55][C:54]([O:57][CH2:58][CH2:59][N:60]3[CH2:64][CH2:63][CH2:62][CH2:61]3)=[CH:53][CH:52]=2)[CH2:46][CH2:45]1, predict the reaction product. The product is: [CH:44]1([CH2:47][N:48]([CH2:49][CH2:50][C:51]2[CH:56]=[CH:55][C:54]([O:57][CH2:58][CH2:59][N:60]3[CH2:64][CH2:63][CH2:62][CH2:61]3)=[CH:53][CH:52]=2)[C:65]2[CH:70]=[C:69]([OH:71])[CH:68]=[CH:67][C:66]=2[CH:73]2[CH2:82][CH2:81][C:80]3[CH:79]=[C:78]([OH:83])[CH:77]=[CH:76][C:75]=3[CH2:74]2)[CH2:45][CH2:46]1. (3) The product is: [OH:1][OH:2].[CH3:12][C:10]([N:9]([C:13]([CH3:15])=[O:14])[CH2:8][CH2:7][N:6]([C:16]([CH3:18])=[O:17])[C:4]([CH3:3])=[O:5])=[O:11]. Given the reactants [OH:1][OH:2].[CH3:3][C:4]([N:6]([C:16]([CH3:18])=[O:17])[CH2:7][CH2:8][N:9]([C:13]([CH3:15])=[O:14])[C:10]([CH3:12])=[O:11])=[O:5], predict the reaction product. (4) Given the reactants [Cl:1][C:2]1[C:11]2[N:10]([C:12]([C:14]3[CH:19]=[C:18]([Br:20])[C:17]([O:21]C)=[C:16]([Br:23])[CH:15]=3)=[O:13])[CH2:9][CH2:8][O:7][C:6]=2[CH:5]=[CH:4][N:3]=1.B(Br)(Br)Br.ClCCl.CO, predict the reaction product. The product is: [Cl:1][C:2]1[C:11]2[N:10]([C:12]([C:14]3[CH:15]=[C:16]([Br:23])[C:17]([OH:21])=[C:18]([Br:20])[CH:19]=3)=[O:13])[CH2:9][CH2:8][O:7][C:6]=2[CH:5]=[CH:4][N:3]=1. (5) Given the reactants [C:1]([O:5][C:6]([N:8]([CH2:33][C:34]1[CH:43]=[CH:42][C:37]2[O:38][CH2:39][CH2:40][O:41][C:36]=2[CH:35]=1)[CH:9]1[CH2:14][CH2:13][N:12]([CH2:15][CH2:16][N:17]2[C:26]3[C:21](=[C:22]([O:27][CH2:28][C:29](O)=[O:30])[CH:23]=[CH:24][CH:25]=3)[CH:20]=[CH:19][C:18]2=[O:32])[CH2:11][CH2:10]1)=[O:7])([CH3:4])([CH3:3])[CH3:2].Cl.CN.F[P-](F)(F)(F)(F)F.[N:54]1(O[P+](N2CCCC2)(N2CCCC2)N2CCCC2)[C:58]2C=CC=CC=2N=N1.C(N(CC)C(C)C)(C)C, predict the reaction product. The product is: [O:38]1[C:37]2[CH:42]=[CH:43][C:34]([CH2:33][N:8]([CH:9]3[CH2:14][CH2:13][N:12]([CH2:15][CH2:16][N:17]4[C:26]5[C:21](=[C:22]([O:27][CH2:28][C:29]([NH:54][CH3:58])=[O:30])[CH:23]=[CH:24][CH:25]=5)[CH:20]=[CH:19][C:18]4=[O:32])[CH2:11][CH2:10]3)[C:6](=[O:7])[O:5][C:1]([CH3:4])([CH3:3])[CH3:2])=[CH:35][C:36]=2[O:41][CH2:40][CH2:39]1. (6) Given the reactants [Na].[F:2][C:3]1[CH:4]=[C:5]([CH2:11][C:12]#[N:13])[CH:6]=[C:7]([O:9][CH3:10])[CH:8]=1.[C:14](=O)([O:18]CC)[O:15][CH2:16][CH3:17], predict the reaction product. The product is: [C:12]([CH:11]([C:5]1[CH:6]=[C:7]([O:9][CH3:10])[CH:8]=[C:3]([F:2])[CH:4]=1)[C:14]([O:15][CH2:16][CH3:17])=[O:18])#[N:13]. (7) Given the reactants Br[C:2]1[C:11]2[C:6](=[CH:7][C:8]([C:12]3[CH:13]=[C:14]([CH:19]=[CH:20][C:21]=3[CH3:22])[C:15]([O:17][CH3:18])=[O:16])=[CH:9][CH:10]=2)[CH:5]=[N:4][CH:3]=1.[CH3:23][C@H:24]1[CH2:29][O:28][CH2:27][CH2:26][NH:25]1.CC(C1C=C(C(C)C)C(C2C=CC=CC=2P(C2CCCCC2)C2CCCCC2)=C(C(C)C)C=1)C.C(=O)([O-])[O-].[Cs+].[Cs+], predict the reaction product. The product is: [CH3:22][C:21]1[CH:20]=[CH:19][C:14]([C:15]([O:17][CH3:18])=[O:16])=[CH:13][C:12]=1[C:8]1[CH:7]=[C:6]2[C:11]([C:2]([N:25]3[CH2:26][CH2:27][O:28][CH2:29][C@@H:24]3[CH3:23])=[CH:3][N:4]=[CH:5]2)=[CH:10][CH:9]=1. (8) Given the reactants [O:1]1[C:5]2([CH2:10][CH2:9][CH:8]([CH2:11][OH:12])[CH2:7][CH2:6]2)[O:4][CH2:3][CH2:2]1.I[CH2:14][CH3:15], predict the reaction product. The product is: [CH2:14]([O:12][CH2:11][CH:8]1[CH2:9][CH2:10][C:5]2([O:4][CH2:3][CH2:2][O:1]2)[CH2:6][CH2:7]1)[CH3:15]. (9) Given the reactants CS[C:3](SC)=[C:4]1[C:9](=[O:10])[CH:8]=[CH:7][N:6]([CH2:11][CH2:12][CH:13]([CH3:15])[CH3:14])[C:5]1=[O:16].[NH2:19][C:20]1[CH:25]=[CH:24][C:23]([NH:26][S:27]([CH3:30])(=[O:29])=[O:28])=[CH:22][C:21]=1[S:31]([NH2:34])(=[O:33])=[O:32], predict the reaction product. The product is: [OH:10][C:9]1[CH:8]=[CH:7][N:6]([CH2:11][CH2:12][CH:13]([CH3:14])[CH3:15])[C:5](=[O:16])[C:4]=1[C:3]1[NH:19][C:20]2[CH:25]=[CH:24][C:23]([NH:26][S:27]([CH3:30])(=[O:28])=[O:29])=[CH:22][C:21]=2[S:31](=[O:33])(=[O:32])[N:34]=1.